Dataset: Reaction yield outcomes from USPTO patents with 853,638 reactions. Task: Predict the reaction yield, written as a fraction of the theoretical maximum amount of product (1.0 means a 100% yield; for example, 0.34 means a 34% yield). (1) The reactants are [F:1][C:2]([F:17])([C:6]1[CH:11]=[CH:10][C:9]([O:12][CH2:13][CH2:14][O:15][CH3:16])=[CH:8][CH:7]=1)[C:3]([OH:5])=O.P(Cl)(Cl)(Cl)=O.Cl.[NH2:24][CH2:25][C:26]1[CH:27]=[C:28]2[C:32](=[CH:33][CH:34]=1)[C:31](=[O:35])[N:30]([CH:36]1[CH2:41][CH2:40][C:39](=[O:42])[NH:38][C:37]1=[O:43])[CH2:29]2.C(=O)(O)[O-].[Na+]. The catalyst is N1C=CC=CC=1. The product is [O:43]=[C:37]1[CH:36]([N:30]2[CH2:29][C:28]3[C:32](=[CH:33][CH:34]=[C:26]([CH2:25][NH:24][C:3](=[O:5])[C:2]([F:1])([F:17])[C:6]4[CH:11]=[CH:10][C:9]([O:12][CH2:13][CH2:14][O:15][CH3:16])=[CH:8][CH:7]=4)[CH:27]=3)[C:31]2=[O:35])[CH2:41][CH2:40][C:39](=[O:42])[NH:38]1. The yield is 0.0400. (2) The reactants are [CH3:1][NH:2][C:3]1[CH:8]=[CH:7][C:6]([N:9]2[CH2:14][CH2:13][O:12][CH2:11][CH2:10]2)=[CH:5][CH:4]=1.Cl[C:16]1[C:25]2[C:20](=[CH:21][CH:22]=[C:23]([I:26])[CH:24]=2)[N:19]=[CH:18][N:17]=1. The catalyst is C(#N)C. The product is [I:26][C:23]1[CH:24]=[C:25]2[C:20](=[CH:21][CH:22]=1)[N:19]=[CH:18][N:17]=[C:16]2[N:2]([CH3:1])[C:3]1[CH:4]=[CH:5][C:6]([N:9]2[CH2:14][CH2:13][O:12][CH2:11][CH2:10]2)=[CH:7][CH:8]=1. The yield is 0.280. (3) The product is [ClH:75].[CH2:22]([N:13]1[CH2:12][CH2:11][C:8]2([CH2:10][CH2:9]2)[C:15](=[O:16])[CH2:14]1)[C:23]1[CH:28]=[CH:27][CH:26]=[CH:25][CH:24]=1. The reactants are C(OC([C:8]1([CH2:11][CH2:12][N:13]([CH2:22][C:23]2[CH:28]=[CH:27][CH:26]=[CH:25][CH:24]=2)[CH2:14][C:15](OC(C)(C)C)=[O:16])[CH2:10][CH2:9]1)=O)(C)(C)C.C[Si](C)(C)[N-][Si](C)(C)C.[Li+].[Li].C(OC(C1N(CC2C=CC=CC=2)CCC2(CC2)C=1O)=O)(C)(C)C.S(=O)(=O)(O)O.[OH-].[Na+].C(=O)([O-])O.[Na+].[ClH:75]. The catalyst is O1CCCC1.C(OCC)(=O)C. The yield is 0.740. (4) The product is [F:38][C:39]1[C:44]([F:45])=[CH:43][CH:42]=[CH:41][C:40]=1[C:8]1[CH:7]=[CH:6][C:5]2[C:10](=[CH:11][CH:12]=[C:3]([O:2][CH3:1])[CH:4]=2)[C:9]=1[C:13]([C:14]1[CH:19]=[CH:18][C:17]([O:20][CH2:21][CH2:22][N:23]2[CH2:28][CH2:27][CH2:26][CH2:25][CH2:24]2)=[CH:16][CH:15]=1)=[O:29]. The reactants are [CH3:1][O:2][C:3]1[CH:4]=[C:5]2[C:10](=[CH:11][CH:12]=1)[C:9]([C:13](=[O:29])[C:14]1[CH:19]=[CH:18][C:17]([O:20][CH2:21][CH2:22][N:23]3[CH2:28][CH2:27][CH2:26][CH2:25][CH2:24]3)=[CH:16][CH:15]=1)=[C:8](OS(C(F)(F)F)(=O)=O)[CH:7]=[CH:6]2.[F:38][C:39]1[C:44]([F:45])=[CH:43][CH:42]=[CH:41][C:40]=1B(O)O.[F-].[Cs+]. The yield is 0.700. No catalyst specified. (5) The reactants are CCN(C(C)C)C(C)C.Cl.[S:11]([N:21]1[C:25]2=[N:26][CH:27]=[C:28]([CH2:30][NH2:31])[N:29]=[C:24]2[CH:23]=[CH:22]1)([C:14]1[CH:20]=[CH:19][C:17]([CH3:18])=[CH:16][CH:15]=1)(=[O:13])=[O:12].[C:32]([N:39]1[CH2:44][CH2:43][CH2:42][C@@H:41]([C:45](O)=[O:46])[CH2:40]1)([O:34][C:35]([CH3:38])([CH3:37])[CH3:36])=[O:33].CN(C(ON1N=NC2C=CC=NC1=2)=[N+](C)C)C.F[P-](F)(F)(F)(F)F. The catalyst is C(Cl)Cl.O. The product is [S:11]([N:21]1[C:25]2=[N:26][CH:27]=[C:28]([CH2:30][NH:31][C:45]([C@@H:41]3[CH2:42][CH2:43][CH2:44][N:39]([C:32]([O:34][C:35]([CH3:38])([CH3:37])[CH3:36])=[O:33])[CH2:40]3)=[O:46])[N:29]=[C:24]2[CH:23]=[CH:22]1)([C:14]1[CH:15]=[CH:16][C:17]([CH3:18])=[CH:19][CH:20]=1)(=[O:12])=[O:13]. The yield is 0.940. (6) The reactants are C([O:3][C:4](=[O:44])[CH2:5][CH2:6][CH2:7][O:8][C:9]1[CH:14]=[CH:13][CH:12]=[C:11]([CH2:15][CH2:16][CH2:17][CH2:18][CH2:19][CH2:20][O:21][C:22]2[CH:27]=[C:26]([C:28]3[CH:32]=[CH:31][NH:30][N:29]=3)[CH:25]=[C:24]([S:33]([CH3:36])(=[O:35])=[O:34])[CH:23]=2)[C:10]=1[CH2:37][CH2:38][C:39]([O:41]CC)=[O:40])C.[OH-].[Na+]. No catalyst specified. The product is [C:39]([CH2:38][CH2:37][C:10]1[C:11]([CH2:15][CH2:16][CH2:17][CH2:18][CH2:19][CH2:20][O:21][C:22]2[CH:27]=[C:26]([C:28]3[CH:32]=[CH:31][NH:30][N:29]=3)[CH:25]=[C:24]([S:33]([CH3:36])(=[O:35])=[O:34])[CH:23]=2)=[CH:12][CH:13]=[CH:14][C:9]=1[O:8][CH2:7][CH2:6][CH2:5][C:4]([OH:44])=[O:3])([OH:41])=[O:40]. The yield is 0.750. (7) The reactants are [C:1]([O:5][C:6]([NH:8][C@H:9]([C:20]([OH:22])=[O:21])[CH2:10][CH2:11][O:12][Si:13]([C:16]([CH3:19])([CH3:18])[CH3:17])([CH3:15])[CH3:14])=[O:7])([CH3:4])([CH3:3])[CH3:2].[CH:23]1(O)[CH2:27][CH2:26][CH2:25][CH2:24]1.C(Cl)CCl. The catalyst is C(Cl)Cl.CN(C1C=CN=CC=1)C.CCOC(C)=O. The product is [C:1]([O:5][C:6]([NH:8][C@H:9]([C:20]([O:22][CH:23]1[CH2:27][CH2:26][CH2:25][CH2:24]1)=[O:21])[CH2:10][CH2:11][O:12][Si:13]([C:16]([CH3:19])([CH3:18])[CH3:17])([CH3:15])[CH3:14])=[O:7])([CH3:4])([CH3:2])[CH3:3]. The yield is 0.730. (8) The reactants are ClC(O[C:5]1[C:13]2[NH:12][C:11]([OH:14])=[N:10][C:9]=2[CH:8]=[CH:7][CH:6]=1)=O.N[C:16]1[CH:17]=[C:18]([CH:24]=[CH:25][CH:26]=1)[C:19]([O:21][CH2:22][CH3:23])=[O:20].C([N:29]([CH2:32]C)CC)C.C1C[O:37]CC1. No catalyst specified. The product is [CH2:22]([O:21][C:19]([C:18]1[CH:24]=[CH:25][C:26]([NH:29][C:32]([N:10]2[C:9]3[CH:8]=[CH:7][CH:6]=[CH:5][C:13]=3[NH:12][C:11]2=[O:14])=[O:37])=[CH:16][CH:17]=1)=[O:20])[CH3:23]. The yield is 0.120. (9) The reactants are [CH3:1][O:2][C:3]([NH:5][C@H:6]([C:10]([N:12]1[CH2:16][CH2:15][CH2:14][C@H:13]1[C:17]1[NH:18][CH:19]=[C:20]([C:22]2[CH:27]=[CH:26][C:25]([C:28]3[CH:33]=[CH:32][C:31]([C:34]4[N:35]=[C:36]([C@@H:39]5[CH2:47][C:42]6([S:46][CH2:45][CH2:44][S:43]6)[CH2:41][N:40]5[C:48]([O:50][CH2:51][C:52]5[CH:57]=[CH:56][CH:55]=[CH:54][CH:53]=5)=[O:49])[NH:37][CH:38]=4)=[CH:30][CH:29]=3)=[CH:24][CH:23]=2)[N:21]=1)=[O:11])[CH:7]([CH3:9])[CH3:8])=[O:4].[CH3:58][CH:59]([CH3:115])[C@H:60]([NH:110][C:111]([O:113][CH3:114])=[O:112])[C:61]([N:63]1[CH2:67][CH2:66][CH2:65][C@H:64]1[C:68]1[NH:69][CH:70]=[C:71]([C:73]2[CH:78]=[CH:77][C:76]([C:79]3[CH:84]=[CH:83][C:82]([C:85](=[O:109])[CH2:86][NH:87][C:88]([C@@H:90]4[CH2:98][C:93]5([S:97][CH2:96][CH2:95][S:94]5)[CH2:92][N:91]4[C:99]([O:101][CH2:102][C:103]4[CH:108]=[CH:107][CH:106]=[CH:105][CH:104]=4)=[O:100])=[O:89])=[CH:81][CH:80]=3)=[CH:75][CH:74]=2)[N:72]=1)=[O:62]. No catalyst specified. The product is [CH3:1][O:2][C:3]([NH:5][C@H:6]([C:10]([N:12]1[CH2:16][CH2:15][CH2:14][C@H:13]1[C:17]1[NH:18][CH:19]=[C:20]([C:22]2[CH:23]=[CH:24][C:25]([C:28]3[CH:29]=[CH:30][C:31]([C:34]4[N:35]=[C:36]([C@@H:39]5[CH2:47][C:42]6([S:46][CH2:45][CH2:44][S:43]6)[CH2:41][N:40]5[C:48]([O:50][CH2:51][C:52]5[CH:57]=[CH:56][CH:55]=[CH:54][CH:53]=5)=[O:49])[NH:37][CH:38]=4)=[CH:32][CH:33]=3)=[CH:26][CH:27]=2)[N:21]=1)=[O:11])[CH:7]([CH3:9])[CH3:8])=[O:4].[CH3:58][CH:59]([CH3:115])[C@H:60]([NH:110][C:111]([O:113][CH3:114])=[O:112])[C:61]([N:63]1[CH2:67][CH2:66][CH2:65][C@H:64]1[C:68]1[NH:69][CH:70]=[C:71]([C:73]2[CH:74]=[CH:75][C:76]([C:79]3[CH:84]=[CH:83][C:82]([C:85](=[O:109])[CH2:86][NH:87][C:88]([C@@H:90]4[CH2:98][C:93]5([S:97][CH2:96][CH2:95][S:94]5)[CH2:92][N:91]4[C:99]([O:101][CH2:102][C:103]4[CH:108]=[CH:107][CH:106]=[CH:105][CH:104]=4)=[O:100])=[O:89])=[CH:81][CH:80]=3)=[CH:77][CH:78]=2)[N:72]=1)=[O:62].[C:51]([O-:62])(=[O:50])[CH3:52].[NH4+:5]. The yield is 0.870. (10) The reactants are [NH2:1][C@@H:2]([CH3:18])[CH2:3][N:4]1[CH:8]=[CH:7][C:6]([C:9]2[CH:16]=[CH:15][C:12]([C:13]#[N:14])=[C:11]([Cl:17])[CH:10]=2)=[N:5]1.[OH:19][CH2:20][C:21]1[O:25][N:24]=[C:23]([C:26](O)=[O:27])[CH:22]=1. No catalyst specified. The product is [Cl:17][C:11]1[CH:10]=[C:9]([C:6]2[CH:7]=[CH:8][N:4]([CH2:3][C@@H:2]([NH:1][C:26]([C:23]3[CH:22]=[C:21]([CH2:20][OH:19])[O:25][N:24]=3)=[O:27])[CH3:18])[N:5]=2)[CH:16]=[CH:15][C:12]=1[C:13]#[N:14]. The yield is 0.0190.